Dataset: Full USPTO retrosynthesis dataset with 1.9M reactions from patents (1976-2016). Task: Predict the reactants needed to synthesize the given product. (1) Given the product [C:1]1([C:7]2[CH:27]=[CH:26][CH:25]=[CH:24][C:8]=2[O:9][C:10]2[CH:11]=[C:12]([N:16]([CH2:17][C:18]3[CH:19]=[N:20][CH:21]=[CH:22][CH:23]=3)[S:30]([CH2:28][CH3:29])(=[O:32])=[O:31])[CH:13]=[CH:14][CH:15]=2)[CH:2]=[CH:3][CH:4]=[CH:5][CH:6]=1, predict the reactants needed to synthesize it. The reactants are: [C:1]1([C:7]2[CH:27]=[CH:26][CH:25]=[CH:24][C:8]=2[O:9][C:10]2[CH:11]=[C:12]([NH:16][CH2:17][C:18]3[CH:19]=[N:20][CH:21]=[CH:22][CH:23]=3)[CH:13]=[CH:14][CH:15]=2)[CH:6]=[CH:5][CH:4]=[CH:3][CH:2]=1.[CH2:28]([S:30](Cl)(=[O:32])=[O:31])[CH3:29]. (2) Given the product [C:18]([O:17][C:15]([N:13]([CH3:14])[C@H:10]1[CH2:11][CH2:12][C@H:7]([O:6][CH2:5][CH2:4][C:3]([OH:22])=[O:2])[CH2:8][CH2:9]1)=[O:16])([CH3:21])([CH3:20])[CH3:19], predict the reactants needed to synthesize it. The reactants are: C[O:2][C:3](=[O:22])[CH2:4][CH2:5][O:6][C@H:7]1[CH2:12][CH2:11][C@H:10]([N:13]([C:15]([O:17][C:18]([CH3:21])([CH3:20])[CH3:19])=[O:16])[CH3:14])[CH2:9][CH2:8]1.[Li+].[OH-].OS([O-])(=O)=O.[K+]. (3) The reactants are: [CH2:1]([O:8][N:9]1[C:18]2[C:13](=[CH:14][C:15](Br)=[CH:16][N:17]=2)[C:12]([NH:20][CH2:21][C:22]2[CH:27]=[CH:26][C:25]([O:28][CH3:29])=[CH:24][C:23]=2[O:30][CH3:31])=[C:11]([C:32]([NH:34][CH2:35][C:36]2[CH:41]=[CH:40][C:39]([F:42])=[CH:38][C:37]=2[F:43])=[O:33])[C:10]1=[O:44])[C:2]1[CH:7]=[CH:6][CH:5]=[CH:4][CH:3]=1.[CH2:45]([OH:50])[CH2:46][CH2:47][C:48]#[CH:49]. Given the product [CH2:1]([O:8][N:9]1[C:18]2[C:13](=[CH:14][C:15]([C:49]#[C:48][CH2:47][CH2:46][CH2:45][OH:50])=[CH:16][N:17]=2)[C:12]([NH:20][CH2:21][C:22]2[CH:27]=[CH:26][C:25]([O:28][CH3:29])=[CH:24][C:23]=2[O:30][CH3:31])=[C:11]([C:32]([NH:34][CH2:35][C:36]2[CH:41]=[CH:40][C:39]([F:42])=[CH:38][C:37]=2[F:43])=[O:33])[C:10]1=[O:44])[C:2]1[CH:7]=[CH:6][CH:5]=[CH:4][CH:3]=1, predict the reactants needed to synthesize it. (4) The reactants are: [OH:1][C:2]1[C:11]([N+:12]([O-:14])=[O:13])=[C:10]2[C:5]([C:6](=[O:20])[CH:7]=[C:8]([C:15]([O:17][CH2:18][CH3:19])=[O:16])[O:9]2)=[CH:4][CH:3]=1.[C:21]1([CH3:31])[CH:26]=[CH:25][C:24]([S:27](Cl)(=[O:29])=[O:28])=[CH:23][CH:22]=1.C([O-])([O-])=O.[K+].[K+]. Given the product [CH2:18]([O:17][C:15]([C:8]1[O:9][C:10]2[C:5]([C:6](=[O:20])[CH:7]=1)=[CH:4][CH:3]=[C:2]([O:1][S:27]([C:24]1[CH:25]=[CH:26][C:21]([CH3:31])=[CH:22][CH:23]=1)(=[O:29])=[O:28])[C:11]=2[N+:12]([O-:14])=[O:13])=[O:16])[CH3:19], predict the reactants needed to synthesize it.